Dataset: Drug-target binding data from BindingDB using Ki measurements. Task: Regression. Given a target protein amino acid sequence and a drug SMILES string, predict the binding affinity score between them. We predict pKi (pKi = -log10(Ki in M); higher means stronger inhibition). Dataset: bindingdb_ki. The drug is Cc1c(O)cccc1C(=O)N[C@@H](CSc1ccccc1)[C@H](O)CN1C[C@H]2CCCC[C@H]2C[C@H]1C(=O)NC(C)(C)C. The target protein sequence is PQITLWQRPLVTIKIGGQLKEALLDTGADDTVLEEMSLPGRWKPKMIGGIGGFIKVRQYDQILIEICGHKAIGTVLVGPTPFNIIGRNLLTQIGCTLNF. The pKi is 8.9.